From a dataset of Catalyst prediction with 721,799 reactions and 888 catalyst types from USPTO. Predict which catalyst facilitates the given reaction. Reactant: [CH2:1]([O:3][C:4]1[CH:5]=[C:6]([CH:10]=[CH:11][C:12]=1[NH:13][C:14]1[C:15]2[C:22]([CH3:23])=[CH:21][S:20][C:16]=2[N:17]=[CH:18][N:19]=1)[C:7]([NH2:9])=O)[CH3:2].O.[NH2:25]N.C[N:28]([CH3:31])C=O. The catalyst class is: 15. Product: [CH2:1]([O:3][C:4]1[CH:5]=[C:6]([C:7]2[NH:28][CH:31]=[N:25][N:9]=2)[CH:10]=[CH:11][C:12]=1[NH:13][C:14]1[C:15]2[C:22]([CH3:23])=[CH:21][S:20][C:16]=2[N:17]=[CH:18][N:19]=1)[CH3:2].